This data is from Full USPTO retrosynthesis dataset with 1.9M reactions from patents (1976-2016). The task is: Predict the reactants needed to synthesize the given product. (1) Given the product [CH2:19]([NH:21][C:22]([N:6]1[C:2]([CH3:1])=[CH:3][C:4]([O:7][C:8]2[CH:13]=[CH:12][C:11]([N+:14]([O-:16])=[O:15])=[C:10]([O:17][CH3:18])[CH:9]=2)=[N:5]1)=[O:23])[CH3:20], predict the reactants needed to synthesize it. The reactants are: [CH3:1][C:2]1[NH:6][N:5]=[C:4]([O:7][C:8]2[CH:13]=[CH:12][C:11]([N+:14]([O-:16])=[O:15])=[C:10]([O:17][CH3:18])[CH:9]=2)[CH:3]=1.[CH2:19]([N:21]=[C:22]=[O:23])[CH3:20]. (2) The reactants are: [F:1][C:2]1[CH:7]=[CH:6][C:5]([C:8]([F:11])([F:10])[F:9])=[CH:4][C:3]=1[N:12]=[C:13]=[O:14].C(N(CC)CC)C.[NH2:22][C:23]1[CH:28]=[CH:27][C:26]([C:29]2[C:30]([C:34]([NH2:36])=[O:35])=[CH:31][NH:32][CH:33]=2)=[CH:25][CH:24]=1. Given the product [F:1][C:2]1[CH:7]=[CH:6][C:5]([C:8]([F:11])([F:10])[F:9])=[CH:4][C:3]=1[NH:12][C:13](=[O:14])[NH:22][C:23]1[CH:28]=[CH:27][C:26]([C:29]2[C:30]([C:34]([NH2:36])=[O:35])=[CH:31][NH:32][CH:33]=2)=[CH:25][CH:24]=1, predict the reactants needed to synthesize it. (3) Given the product [Br:25][C:2]1[CH:3]=[C:4]([CH:8]=[CH:9][C:10]=1[C:11]([F:14])([F:13])[F:12])[C:5]([OH:7])=[O:6], predict the reactants needed to synthesize it. The reactants are: N[C:2]1[CH:3]=[C:4]([CH:8]=[CH:9][C:10]=1[C:11]([F:14])([F:13])[F:12])[C:5]([OH:7])=[O:6].N([O-])=O.[Na+].NC(N)=O.[OH-].[Na+].[BrH:25]. (4) Given the product [CH2:1]([O:8][C:9]1[CH:14]=[CH:13][N:12]([C:17]2[S:18][C:19]([C:23]([NH:25][CH2:26][C:27]3[CH:32]=[CH:31][C:30]([F:33])=[CH:29][CH:28]=3)=[O:24])=[C:20]([CH3:22])[N:21]=2)[C:11](=[O:15])[CH:10]=1)[C:2]1[CH:3]=[CH:4][CH:5]=[CH:6][CH:7]=1, predict the reactants needed to synthesize it. The reactants are: [CH2:1]([O:8][C:9]1[CH:14]=[CH:13][NH:12][C:11](=[O:15])[CH:10]=1)[C:2]1[CH:7]=[CH:6][CH:5]=[CH:4][CH:3]=1.Br[C:17]1[S:18][C:19]([C:23]([NH:25][CH2:26][C:27]2[CH:32]=[CH:31][C:30]([F:33])=[CH:29][CH:28]=2)=[O:24])=[C:20]([CH3:22])[N:21]=1. (5) Given the product [Br:1][C:2]1[C:3]2[C:4]([S:21][C:22]3[CH:23]=[CH:24][C:25]([Cl:28])=[CH:26][CH:27]=3)=[C:5]3[CH:15]([CH2:16][C:17]([O:19][CH3:20])=[O:18])[CH2:14][CH2:13][N:6]3[C:7]=2[CH:8]=[C:9]([CH:11]2[CH2:29][CH2:12]2)[CH:10]=1, predict the reactants needed to synthesize it. The reactants are: [Br:1][C:2]1[C:3]2[C:4]([S:21][C:22]3[CH:27]=[CH:26][C:25]([Cl:28])=[CH:24][CH:23]=3)=[C:5]3[CH:15]([CH2:16][C:17]([O:19][CH3:20])=[O:18])[CH2:14][CH2:13][N:6]3[C:7]=2[CH:8]=[C:9]([CH:11]=[CH2:12])[CH:10]=1.[CH2:29]1COCC1. (6) Given the product [Br:1][C:2]1[C:10]([N:11]([CH2:18][CH3:19])[CH:12]2[CH2:17][CH2:16][O:15][CH2:14][CH2:13]2)=[CH:9][C:8]([Cl:20])=[CH:7][C:3]=1[C:4]([NH:63][CH2:64][C:65]1[C:66](=[O:73])[NH:67][C:68]([CH3:72])=[CH:69][C:70]=1[CH3:71])=[O:6], predict the reactants needed to synthesize it. The reactants are: [Br:1][C:2]1[C:10]([N:11]([CH2:18][CH3:19])[CH:12]2[CH2:17][CH2:16][O:15][CH2:14][CH2:13]2)=[CH:9][C:8]([Cl:20])=[CH:7][C:3]=1[C:4]([OH:6])=O.C1CN([P+](ON2N=NC3C=CC=CC2=3)(N2CCCC2)N2CCCC2)CC1.F[P-](F)(F)(F)(F)F.C(N(C(C)C)C(C)C)C.[NH2:63][CH2:64][C:65]1[C:66](=[O:73])[NH:67][C:68]([CH3:72])=[CH:69][C:70]=1[CH3:71]. (7) Given the product [F:9][C:7]1[CH:8]=[C:3]([C@H:15]2[CH2:14][CH2:13][CH2:12][C@@H:16]2[OH:17])[CH:4]=[C:5]([F:11])[C:6]=1[F:10], predict the reactants needed to synthesize it. The reactants are: [Mg].Br[C:3]1[CH:4]=[C:5]([F:11])[C:6]([F:10])=[C:7]([F:9])[CH:8]=1.[CH:12]12[O:17][CH:16]1[CH2:15][CH2:14][CH2:13]2. (8) Given the product [CH3:17][C@H:16]1[C:9]2[C:8]([C:27]3[CH2:32][CH2:31][N:30]([C:33]([O:35][C:36]([CH3:39])([CH3:38])[CH3:37])=[O:34])[CH2:29][CH:28]=3)=[N:13][CH:12]=[N:11][C:10]=2[CH2:14][CH2:15]1, predict the reactants needed to synthesize it. The reactants are: C([O-])([O-])=O.[Na+].[Na+].Cl[C:8]1[C:9]2[C@H:16]([CH3:17])[CH2:15][CH2:14][C:10]=2[N:11]=[CH:12][N:13]=1.B1([C:27]2[CH2:32][CH2:31][N:30]([C:33]([O:35][C:36]([CH3:39])([CH3:38])[CH3:37])=[O:34])[CH2:29][CH:28]=2)OC(C)(C)C(C)(C)O1.O.